Dataset: Catalyst prediction with 721,799 reactions and 888 catalyst types from USPTO. Task: Predict which catalyst facilitates the given reaction. Reactant: [CH3:1][C:2]1[S:3][CH:4]=[C:5]([CH3:23])[C:6]=1[C:7]1[C:8]([C:15]2[CH:20]=[CH:19][C:18]([OH:21])=[CH:17][C:16]=2[F:22])=[N:9][N:10]([CH3:14])[C:11]=1[C:12]#[N:13].[NH2:24][OH:25].CCOC(C)=O.O. Product: [CH3:1][C:2]1[S:3][CH:4]=[C:5]([CH3:23])[C:6]=1[C:7]1[C:8]([C:15]2[CH:20]=[CH:19][C:18]([OH:21])=[CH:17][C:16]=2[F:22])=[N:9][N:10]([CH3:14])[C:11]=1[C:12](=[N:24][OH:25])[NH2:13]. The catalyst class is: 16.